Task: Predict the reactants needed to synthesize the given product.. Dataset: Full USPTO retrosynthesis dataset with 1.9M reactions from patents (1976-2016) (1) Given the product [Cl:1][C:2]1[N:7]=[C:6]([CH2:8][O:9][C:10]2[CH:11]=[C:12]([O:28][C:29]3[CH:30]=[CH:31][C:32]([S:35]([CH3:38])(=[O:36])=[O:37])=[CH:33][CH:34]=3)[CH:13]=[C:14]3[C:18]=2[NH:17][C:16]([C:19]2[S:20][CH:21]([CH2:24][C:25]([NH2:41])=[O:26])[CH2:22][N:23]=2)=[CH:15]3)[CH:5]=[CH:4][CH:3]=1, predict the reactants needed to synthesize it. The reactants are: [Cl:1][C:2]1[N:7]=[C:6]([CH2:8][O:9][C:10]2[CH:11]=[C:12]([O:28][C:29]3[CH:34]=[CH:33][C:32]([S:35]([CH3:38])(=[O:37])=[O:36])=[CH:31][CH:30]=3)[CH:13]=[C:14]3[C:18]=2[NH:17][C:16]([C:19]2[S:20][CH:21]([CH2:24][C:25](O)=[O:26])[CH2:22][N:23]=2)=[CH:15]3)[CH:5]=[CH:4][CH:3]=1.Cl.C[N:41](C)CCCN=C=NCC.[NH4+].ON1C2C=CC=CC=2N=N1.CN(C)C=O. (2) Given the product [F:33][C:34]1[CH:39]=[CH:38][C:37]([CH:40]([C:54]2[CH:55]=[CH:56][C:57]([F:60])=[CH:58][CH:59]=2)[S:41]([CH2:42][CH2:43][N:44]2[CH2:45][CH2:46][N:47]([CH2:50][CH:51]([OH:53])[CH3:52])[CH2:48][CH2:49]2)=[O:15])=[CH:36][CH:35]=1, predict the reactants needed to synthesize it. The reactants are: C(S(CCN1CCN(CCCC2C=CC=CC=2)CC1)=[O:15])(C1C=CC=CC=1)C1C=CC=CC=1.[F:33][C:34]1[CH:39]=[CH:38][C:37]([CH:40]([C:54]2[CH:59]=[CH:58][C:57]([F:60])=[CH:56][CH:55]=2)[S:41][CH2:42][CH2:43][N:44]2[CH2:49][CH2:48][N:47]([CH2:50][CH:51]([OH:53])[CH3:52])[CH2:46][CH2:45]2)=[CH:36][CH:35]=1. (3) Given the product [F:1][C:2]1[CH:3]=[C:4]([CH:8]=[CH:9][C:10]=1[F:11])[C:5]([N:44]([C@@H:45]([CH2:52][CH2:53][CH3:54])[CH2:46][N:47]1[CH2:48][CH:49]([OH:51])[CH2:50]1)[CH3:43])=[O:7], predict the reactants needed to synthesize it. The reactants are: [F:1][C:2]1[CH:3]=[C:4]([CH:8]=[CH:9][C:10]=1[F:11])[C:5]([OH:7])=O.CN(C(ON1N=NC2C=CC=CC1=2)=[N+](C)C)C.[B-](F)(F)(F)F.CCN(C(C)C)C(C)C.[CH3:43][NH:44][C@@H:45]([CH2:52][CH2:53][CH3:54])[CH2:46][N:47]1[CH2:50][CH:49]([OH:51])[CH2:48]1. (4) Given the product [CH3:13][N:1]1[CH2:8][CH2:7][CH2:6][C@@H:2]1[C:3]([OH:5])=[O:4], predict the reactants needed to synthesize it. The reactants are: [NH:1]1[CH2:8][CH2:7][CH2:6][C@@H:2]1[C:3]([OH:5])=[O:4].C=O.CO.[CH2:13](OCC)C. (5) The reactants are: [CH3:1][O:2][C:3]1[CH:4]=[CH:5][C:6]2[O:10][C:9](=[O:11])[N:8]([CH2:12][C:13]([O:15]CC)=[O:14])[C:7]=2[CH:18]=1.[Li+].[OH-].CC#N.O.FC(F)(F)C(O)=O. Given the product [CH3:1][O:2][C:3]1[CH:4]=[CH:5][C:6]2[O:10][C:9](=[O:11])[N:8]([CH2:12][C:13]([OH:15])=[O:14])[C:7]=2[CH:18]=1, predict the reactants needed to synthesize it.